Predict the reactants needed to synthesize the given product. From a dataset of Full USPTO retrosynthesis dataset with 1.9M reactions from patents (1976-2016). (1) Given the product [CH3:15][C:14]([O:13][C:11]([N:8]1[C:9]2[C:5](=[CH:4][CH:3]=[C:2]([F:1])[C:10]=2[C:31]([OH:33])=[O:32])[CH2:6][CH2:7]1)=[O:12])([CH3:17])[CH3:16], predict the reactants needed to synthesize it. The reactants are: [F:1][C:2]1[CH:10]=[C:9]2[C:5]([CH2:6][CH2:7][N:8]2[C:11]([O:13][C:14]([CH3:17])([CH3:16])[CH3:15])=[O:12])=[CH:4][CH:3]=1.CN(CCN(C)C)C.[Li]C(CC)C.[C:31](=[O:33])=[O:32]. (2) Given the product [OH:1][C@:2]1([CH2:9][NH:10][C:11]([C:13]2[C:14]3[CH:15]=[CH:16][C:17]([C:31]4[CH2:35][CH2:34][CH2:33][CH:32]=4)=[N:18][C:19]=3[CH:20]=[CH:21][C:22]=2[Cl:23])=[O:12])[CH2:7][CH2:6][CH2:5][C@@H:4]([CH3:8])[CH2:3]1, predict the reactants needed to synthesize it. The reactants are: [OH:1][C@:2]1([CH2:9][NH:10][C:11]([C:13]2[C:14]3[CH:15]=[CH:16][C:17](Cl)=[N:18][C:19]=3[CH:20]=[CH:21][C:22]=2[Cl:23])=[O:12])[CH2:7][CH2:6][CH2:5][C@@H:4]([CH3:8])[CH2:3]1.C(=O)([O-])[O-].[Cs+].[Cs+].[C:31]1(B2OC(C)(C)C(C)(C)O2)[CH2:35][CH2:34][CH2:33][CH:32]=1. (3) Given the product [N:39]1([C:44]2[CH:49]=[CH:48][C:47]([O:16][C:17]3[C:18]4[O:25][CH:24]=[C:23]([CH:26]5[CH2:31][CH2:30][N:29]([C:32]([O:34][C:35]([CH3:36])([CH3:38])[CH3:37])=[O:33])[CH2:28][CH2:27]5)[C:19]=4[N:20]=[CH:21][N:22]=3)=[CH:46][CH:45]=2)[CH:43]=[N:42][N:41]=[N:40]1, predict the reactants needed to synthesize it. The reactants are: C(=O)([O-])[O-].[K+].[K+].N1([O:16][C:17]2[C:18]3[O:25][CH:24]=[C:23]([CH:26]4[CH2:31][CH2:30][N:29]([C:32]([O:34][C:35]([CH3:38])([CH3:37])[CH3:36])=[O:33])[CH2:28][CH2:27]4)[C:19]=3[N:20]=[CH:21][N:22]=2)C2C=CC=CC=2N=N1.[N:39]1([C:44]2[CH:49]=[CH:48][C:47](O)=[CH:46][CH:45]=2)[CH:43]=[N:42][N:41]=[N:40]1.O. (4) Given the product [CH3:21][N:20]([CH:22]=[N:23][S:24]([C:27]1[S:28][C:29](/[C:7](/[CH2:8][OH:9])=[CH:6]\[CH:1]2[CH2:2][CH2:3][CH2:4][CH2:5]2)=[CH:30][CH:31]=1)(=[O:26])=[O:25])[CH3:19], predict the reactants needed to synthesize it. The reactants are: [CH:1]1(/[CH:6]=[C:7](/B2OC(C)(C)C(C)(C)O2)\[CH2:8][OH:9])[CH2:5][CH2:4][CH2:3][CH2:2]1.[CH3:19][N:20]([CH:22]=[N:23][S:24]([C:27]1[S:28][C:29](Br)=[CH:30][CH:31]=1)(=[O:26])=[O:25])[CH3:21].[F-].[Cs+]. (5) Given the product [C:17]([N:10]1[C:11]2[C:16](=[CH:15][CH:14]=[CH:13][N:12]=2)[C:8]([CH:5]2[CH2:6][CH:7]=[CH:8][CH2:9][N:10]2[CH3:11])=[CH:9]1)(=[O:24])[C:18]1[CH:23]=[CH:22][CH:21]=[CH:20][CH:19]=1, predict the reactants needed to synthesize it. The reactants are: CN1[CH2:7][CH:6]=[C:5]([C:8]2[C:16]3[C:11](=[N:12][CH:13]=[CH:14][CH:15]=3)[NH:10][CH:9]=2)CC1.[C:17](Cl)(=[O:24])[C:18]1[CH:23]=[CH:22][CH:21]=[CH:20][CH:19]=1. (6) The reactants are: C(O)(C(F)(F)F)=O.C(OC([NH:15][CH2:16][C:17]([NH:19][CH2:20][C:21]1([C:34]2[CH:39]=[CH:38][CH:37]=[C:36]([C:40]3[CH:41]=[N:42][N:43]([CH3:45])[CH:44]=3)[CH:35]=2)[CH2:26][CH2:25][N:24](C(OC(C)(C)C)=O)[CH2:23][CH2:22]1)=[O:18])=O)(C)(C)C. Given the product [NH2:15][CH2:16][C:17]([NH:19][CH2:20][C:21]1([C:34]2[CH:39]=[CH:38][CH:37]=[C:36]([C:40]3[CH:41]=[N:42][N:43]([CH3:45])[CH:44]=3)[CH:35]=2)[CH2:22][CH2:23][NH:24][CH2:25][CH2:26]1)=[O:18], predict the reactants needed to synthesize it. (7) Given the product [F:1][C:2]1[CH:11]=[C:10]2[C:5]([CH2:6][CH2:7][CH2:8][NH:9]2)=[CH:4][CH:3]=1, predict the reactants needed to synthesize it. The reactants are: [F:1][C:2]1[CH:11]=[C:10]2[C:5]([CH2:6][CH2:7][C:8](=O)[NH:9]2)=[CH:4][CH:3]=1.C1COCC1.